From a dataset of Forward reaction prediction with 1.9M reactions from USPTO patents (1976-2016). Predict the product of the given reaction. (1) Given the reactants [N:1]([CH2:4][C:5]1[O:9][N:8]=[C:7]([CH:10]([CH3:12])[CH3:11])[CH:6]=1)=[N+]=[N-].O1C2C=CC=CC=2C=C1CNC(=O)OC(C)(C)C, predict the reaction product. The product is: [CH:10]([C:7]1[CH:6]=[C:5]([CH2:4][NH2:1])[O:9][N:8]=1)([CH3:12])[CH3:11]. (2) Given the reactants NC1(C2C=CC(C3C(C4C=CC=CC=4)=CC4C(=O)CCCC=4N=3)=CC=2)CCC1.C(OC(=O)[NH:35][C:36]1([C:40]2[CH:45]=[CH:44][C:43]([C:46]3[C:47]([C:62]4[CH:67]=[CH:66][CH:65]=[CH:64][CH:63]=4)=[CH:48][C:49]4[N:54]([CH2:55][CH2:56][N:57]([CH3:59])[CH3:58])[C:53](=[O:60])[CH2:52][O:51][C:50]=4[N:61]=3)=[CH:42][CH:41]=2)[CH2:39][CH2:38][CH2:37]1)(C)(C)C, predict the reaction product. The product is: [NH2:35][C:36]1([C:40]2[CH:41]=[CH:42][C:43]([C:46]3[C:47]([C:62]4[CH:63]=[CH:64][CH:65]=[CH:66][CH:67]=4)=[CH:48][C:49]4[N:54]([CH2:55][CH2:56][N:57]([CH3:59])[CH3:58])[C:53](=[O:60])[CH2:52][O:51][C:50]=4[N:61]=3)=[CH:44][CH:45]=2)[CH2:37][CH2:38][CH2:39]1. (3) Given the reactants [CH2:1]([O:3][C:4]([C:6]1[S:10][C:9]([C:11]2[CH:16]=[CH:15][C:14]([C:17]([F:20])([F:19])[F:18])=[CH:13][CH:12]=2)=[N:8][C:7]=1[CH3:21])=[O:5])[CH3:2].[Br:22]N1C(=O)CCC1=O, predict the reaction product. The product is: [CH2:1]([O:3][C:4]([C:6]1[S:10][C:9]([C:11]2[CH:16]=[CH:15][C:14]([C:17]([F:19])([F:20])[F:18])=[CH:13][CH:12]=2)=[N:8][C:7]=1[CH2:21][Br:22])=[O:5])[CH3:2].